Task: Predict the reaction yield, written as a fraction of the theoretical maximum amount of product (1.0 means a 100% yield; for example, 0.34 means a 34% yield).. Dataset: Reaction yield outcomes from USPTO patents with 853,638 reactions (1) The reactants are C(=O)([O-])[O-].[K+].[K+].[CH3:7][O:8][C:9]1[CH:14]=[CH:13][C:12]([N:15]2[C:19]([C:20]3[CH:25]=[CH:24][C:23]([O:26][CH3:27])=[CH:22][CH:21]=3)=[N:18][C:17]([OH:28])=[N:16]2)=[CH:11][CH:10]=1.Br[CH2:30][C:31]#[CH:32].C(OCC)(=O)C. The catalyst is CN(C)C=O.O. The product is [CH3:7][O:8][C:9]1[CH:10]=[CH:11][C:12]([N:15]2[C:19]([C:20]3[CH:25]=[CH:24][C:23]([O:26][CH3:27])=[CH:22][CH:21]=3)=[N:18][C:17]([O:28][CH2:32][C:31]#[CH:30])=[N:16]2)=[CH:13][CH:14]=1. The yield is 0.439. (2) The reactants are [C:1]([C:3]1[S:4][C:5]2[C:11]([C:12]#[N:13])=[C:10](/[N:14]=[CH:15]/[N:16](C)C)[CH:9]=[CH:8][C:6]=2[N:7]=1)#[N:2].[CH3:19][O:20][C:21]1[CH:27]=[CH:26][C:24](N)=[CH:23][CH:22]=1.[K+].[Br-]. The catalyst is C(Cl)Cl.CCOC(C)=O. The product is [CH3:19][O:20][C:21]1[CH:27]=[CH:26][C:24]([NH:13][C:12]2[C:11]3[C:10](=[CH:9][CH:8]=[C:6]4[N:7]=[C:3]([C:1]#[N:2])[S:4][C:5]4=3)[N:14]=[CH:15][N:16]=2)=[CH:23][CH:22]=1. The yield is 0.200.